Task: Predict the reaction yield, written as a fraction of the theoretical maximum amount of product (1.0 means a 100% yield; for example, 0.34 means a 34% yield).. Dataset: Reaction yield outcomes from USPTO patents with 853,638 reactions (1) The reactants are [F:1][C:2]1[C:3]([NH:26][C:27]2[CH:32]=[CH:31][C:30]([I:33])=[CH:29][C:28]=2[F:34])=[C:4]([C:9]([N:11]2[CH2:14][C:13]([C@H:16]([NH:18]C(=O)OC(C)(C)C)[CH3:17])([OH:15])[CH2:12]2)=[O:10])[CH:5]=[CH:6][C:7]=1[F:8].[ClH:35]. The catalyst is CO. The product is [ClH:35].[NH2:18][C@@H:16]([C:13]1([OH:15])[CH2:14][N:11]([C:9]([C:4]2[CH:5]=[CH:6][C:7]([F:8])=[C:2]([F:1])[C:3]=2[NH:26][C:27]2[CH:32]=[CH:31][C:30]([I:33])=[CH:29][C:28]=2[F:34])=[O:10])[CH2:12]1)[CH3:17]. The yield is 0.970. (2) The reactants are CC(OI1(OC(C)=O)(OC(C)=O)OC(=O)C2C=CC=CC1=2)=O.[CH:23]1[C:35]2[CH:34]([CH2:36][O:37][C:38]([N:40]3[CH:44]=[CH:43][C:42]([NH:45][C:46](=[O:70])[CH:47]([C:49]4([NH:53][C:54](=[O:69])[CH:55]([NH:63][C:64]([O:66][CH2:67][CH3:68])=[O:65])[CH2:56][C:57]5([F:62])[CH2:61][CH2:60][CH2:59][CH2:58]5)[CH2:52][CH2:51][CH2:50]4)[OH:48])=[N:41]3)=[O:39])[C:33]3[C:28](=[CH:29][CH:30]=[CH:31][CH:32]=3)[C:27]=2[CH:26]=[CH:25][CH:24]=1. The catalyst is ClCCCl. The product is [CH:23]1[C:35]2[CH:34]([CH2:36][O:37][C:38]([N:40]3[CH:44]=[CH:43][C:42]([NH:45][C:46](=[O:70])[C:47]([C:49]4([NH:53][C:54](=[O:69])[CH:55]([NH:63][C:64]([O:66][CH2:67][CH3:68])=[O:65])[CH2:56][C:57]5([F:62])[CH2:61][CH2:60][CH2:59][CH2:58]5)[CH2:50][CH2:51][CH2:52]4)=[O:48])=[N:41]3)=[O:39])[C:33]3[C:28](=[CH:29][CH:30]=[CH:31][CH:32]=3)[C:27]=2[CH:26]=[CH:25][CH:24]=1. The yield is 0.130. (3) The reactants are Cl[CH2:2][CH2:3][CH2:4][N:5]1[C:10]2[CH:11]=[CH:12][CH:13]=[C:14]([F:15])[C:9]=2[O:8][CH2:7][C:6]1=[O:16].C([O-])([O-])=O.[K+].[K+].[Na+].[I-].[CH2:25]([CH:29]1[CH2:34][CH2:33][NH:32][CH2:31][CH2:30]1)[CH2:26][CH2:27][CH3:28]. The catalyst is C(Cl)Cl.CO. The product is [CH2:25]([CH:29]1[CH2:34][CH2:33][N:32]([CH2:2][CH2:3][CH2:4][N:5]2[C:10]3[CH:11]=[CH:12][CH:13]=[C:14]([F:15])[C:9]=3[O:8][CH2:7][C:6]2=[O:16])[CH2:31][CH2:30]1)[CH2:26][CH2:27][CH3:28]. The yield is 0.800. (4) The reactants are Cl.[CH2:2]([O:9][C:10]1[C:11]([C:24]([O:26][C:27]([CH3:30])([CH3:29])[CH3:28])=[O:25])=[N:12][C:13]([CH2:17][CH:18]2[CH2:23][CH2:22][NH:21][CH2:20][CH2:19]2)=[N:14][C:15]=1[CH3:16])[C:3]1[CH:8]=[CH:7][CH:6]=[CH:5][CH:4]=1.Br[C:32]1[CH:37]=[CH:36][C:35]([C:38]2[CH:43]=[CH:42][C:41]([CH2:44][O:45][Si:46]([C:49]([CH3:52])([CH3:51])[CH3:50])([CH3:48])[CH3:47])=[CH:40][CH:39]=2)=[CH:34][CH:33]=1.CC(C)([O-])C.[Na+].C1(P(C2CCCCC2)C2C=CC=CC=2C2C(C(C)C)=CC(C(C)C)=CC=2C(C)C)CCCCC1. The catalyst is C1(C)C=CC=CC=1.C1C=CC(/C=C/C(/C=C/C2C=CC=CC=2)=O)=CC=1.C1C=CC(/C=C/C(/C=C/C2C=CC=CC=2)=O)=CC=1.C1C=CC(/C=C/C(/C=C/C2C=CC=CC=2)=O)=CC=1.[Pd].[Pd]. The product is [CH2:2]([O:9][C:10]1[C:11]([C:24]([O:26][C:27]([CH3:30])([CH3:29])[CH3:28])=[O:25])=[N:12][C:13]([CH2:17][CH:18]2[CH2:23][CH2:22][N:21]([C:32]3[CH:33]=[CH:34][C:35]([C:38]4[CH:43]=[CH:42][C:41]([CH2:44][O:45][Si:46]([C:49]([CH3:52])([CH3:51])[CH3:50])([CH3:47])[CH3:48])=[CH:40][CH:39]=4)=[CH:36][CH:37]=3)[CH2:20][CH2:19]2)=[N:14][C:15]=1[CH3:16])[C:3]1[CH:4]=[CH:5][CH:6]=[CH:7][CH:8]=1. The yield is 0.610. (5) The reactants are C(N(C(C)C)CC)(C)C.Cl[C:11]([O:13][CH2:14][CH2:15][CH2:16][CH3:17])=[O:12].ClCCl.[CH3:21][S:22]([C:25]1[CH:26]=[C:27]2[C:31](=[CH:32][CH:33]=1)[N:30]([C:34]1[CH:39]=[C:38]([O:40][CH:41]3[CH2:46][CH2:45][NH:44][CH2:43][CH2:42]3)[N:37]=[CH:36][N:35]=1)[CH2:29][CH2:28]2)(=[O:24])=[O:23]. The catalyst is O. The product is [CH3:21][S:22]([C:25]1[CH:26]=[C:27]2[C:31](=[CH:32][CH:33]=1)[N:30]([C:34]1[N:35]=[CH:36][N:37]=[C:38]([O:40][CH:41]3[CH2:46][CH2:45][N:44]([C:11]([O:13][CH2:14][CH2:15][CH2:16][CH3:17])=[O:12])[CH2:43][CH2:42]3)[CH:39]=1)[CH2:29][CH2:28]2)(=[O:24])=[O:23]. The yield is 0.430. (6) The reactants are [C:1]([N:8]1[CH2:12][CH2:11][C@H:10]([NH2:13])[CH2:9]1)([O:3][C:4]([CH3:7])([CH3:6])[CH3:5])=[O:2].C(N(CC)CC)C.[Br:21][C:22]1[C:23](Cl)=[N:24][C:25]([Cl:28])=[N:26][CH:27]=1. The catalyst is O1CCOCC1. The product is [Br:21][C:22]1[C:23]([NH:13][C@H:10]2[CH2:11][CH2:12][N:8]([C:1]([O:3][C:4]([CH3:7])([CH3:6])[CH3:5])=[O:2])[CH2:9]2)=[N:24][C:25]([Cl:28])=[N:26][CH:27]=1. The yield is 0.670. (7) The reactants are [OH:1][C:2]1[CH:7]=[CH:6][C:5]([CH:8]=[CH:9][C:10](=[O:25])[CH2:11][C:12](=[O:24])[CH:13]=[CH:14][C:15]2[CH:20]=[CH:19][C:18]([OH:21])=[C:17]([O:22][CH3:23])[CH:16]=2)=[CH:4][C:3]=1[O:26][CH3:27]. The catalyst is [Pd].C(OCC)(=O)C. The product is [OH:21][C:18]1[CH:19]=[CH:20][C:15]([CH2:14][CH2:13][C:12](=[O:24])[CH2:11][C:10](=[O:25])[CH2:9][CH2:8][C:5]2[CH:6]=[CH:7][C:2]([OH:1])=[C:3]([O:26][CH3:27])[CH:4]=2)=[CH:16][C:17]=1[O:22][CH3:23]. The yield is 0.540. (8) The reactants are [C:1]1([C:7]2[O:8][CH:9]=[C:10]([CH2:12][CH2:13][O:14][C:15]3[CH:20]=[CH:19][C:18]([OH:21])=[CH:17][CH:16]=3)[N:11]=2)[CH:6]=[CH:5][CH:4]=[CH:3][CH:2]=1.C(=O)([O-])[O-].[Cs+].[Cs+].Br[C:29]([CH3:36])([CH3:35])[C:30]([O:32][CH2:33][CH3:34])=[O:31]. The catalyst is CN(C=O)C. The product is [CH3:35][C:29]([O:21][C:18]1[CH:17]=[CH:16][C:15]([O:14][CH2:13][CH2:12][C:10]2[N:11]=[C:7]([C:1]3[CH:2]=[CH:3][CH:4]=[CH:5][CH:6]=3)[O:8][CH:9]=2)=[CH:20][CH:19]=1)([CH3:36])[C:30]([O:32][CH2:33][CH3:34])=[O:31]. The yield is 0.500. (9) The reactants are [H-].[Na+].[CH:3]1([C:9]([OH:11])=[O:10])[CH2:8][CH2:7][CH2:6][CH2:5][CH2:4]1.C([NH-])(C)C.[Li+].Br[CH2:18][CH:19]([CH2:22][CH3:23])[CH2:20][CH3:21].Cl. The catalyst is O1CCCC1.O.C1CCCCC1. The product is [CH2:20]([CH:19]([CH2:22][CH3:23])[CH2:18][C:3]1([C:9]([OH:11])=[O:10])[CH2:8][CH2:7][CH2:6][CH2:5][CH2:4]1)[CH3:21]. The yield is 0.640.